The task is: Predict which catalyst facilitates the given reaction.. This data is from Catalyst prediction with 721,799 reactions and 888 catalyst types from USPTO. (1) Reactant: [F:1][C:2]1[CH:7]=[C:6]([F:8])[CH:5]=[CH:4][C:3]=1[C@@:9]([NH:20][S@@](C(C)(C)C)=O)([CH2:11][C@@H:12]([OH:19])[C:13]1[CH:14]=[N:15][CH:16]=[N:17][CH:18]=1)[CH3:10].[ClH:27]. Product: [ClH:27].[NH2:20][C@@:9]([C:3]1[CH:4]=[CH:5][C:6]([F:8])=[CH:7][C:2]=1[F:1])([CH3:10])[CH2:11][C@H:12]([C:13]1[CH:14]=[N:15][CH:16]=[N:17][CH:18]=1)[OH:19]. The catalyst class is: 71. (2) Reactant: [C:1]([O:4][CH2:5][C:6]1[CH:7]=[C:8]([F:25])[C:9]([C:13](=[O:24])[C:14]2[CH:19]=[CH:18][C:17]([O:20][CH2:21][CH2:22][CH3:23])=[CH:16][CH:15]=2)=[C:10]([OH:12])[CH:11]=1)(=[O:3])[CH3:2].[BH4-].[Na+].[Cl-].[NH4+]. Product: [C:1]([O:4][CH2:5][C:6]1[CH:7]=[C:8]([F:25])[C:9]([CH:13]([OH:24])[C:14]2[CH:19]=[CH:18][C:17]([O:20][CH2:21][CH2:22][CH3:23])=[CH:16][CH:15]=2)=[C:10]([OH:12])[CH:11]=1)(=[O:3])[CH3:2]. The catalyst class is: 5. (3) Reactant: [S:1]1[C:5]2[CH:6]=[CH:7][CH:8]=[C:9]([O:10][C:11]3[CH:16]=[CH:15][C:14]([NH:17][C:18]4[C:19]5[N:26]([CH2:27][CH2:28][NH:29][C:30](=[O:36])[C:31]([CH3:35])([CH3:34])[CH2:32][OH:33])[CH:25]=[CH:24][C:20]=5[N:21]=[CH:22][N:23]=4)=[CH:13][C:12]=3[Cl:37])[C:4]=2[CH:3]=[CH:2]1.Cl.C(OCC)(=O)C.C(OCC)(=O)C. Product: [ClH:37].[S:1]1[C:5]2[CH:6]=[CH:7][CH:8]=[C:9]([O:10][C:11]3[CH:16]=[CH:15][C:14]([NH:17][C:18]4[C:19]5[N:26]([CH2:27][CH2:28][NH:29][C:30](=[O:36])[C:31]([CH3:35])([CH3:34])[CH2:32][OH:33])[CH:25]=[CH:24][C:20]=5[N:21]=[CH:22][N:23]=4)=[CH:13][C:12]=3[Cl:37])[C:4]=2[CH:3]=[CH:2]1. The catalyst class is: 8. (4) Product: [NH2:17][CH2:18][CH2:19][CH2:20][CH2:21][C@@H:22]1[N:23]([CH2:41][C:42]2[CH:47]=[CH:46][C:45]([O:48][C:49]3[CH:54]=[CH:53][CH:52]=[CH:51][CH:50]=3)=[CH:44][CH:43]=2)[C:24](=[O:40])[C@H:25]([CH2:29][C:30]2[CH:39]=[CH:38][C:37]3[C:32](=[CH:33][CH:34]=[CH:35][CH:36]=3)[CH:31]=2)[NH:26][C:27]1=[O:28]. Reactant: C1C2C(COC(=O)[NH:17][CH2:18][CH2:19][CH2:20][CH2:21][C@H:22]3[C:27](=[O:28])[NH:26][C@@H:25]([CH2:29][C:30]4[CH:39]=[CH:38][C:37]5[C:32](=[CH:33][CH:34]=[CH:35][CH:36]=5)[CH:31]=4)[C:24](=[O:40])[N:23]3[CH2:41][C:42]3[CH:47]=[CH:46][C:45]([O:48][C:49]4[CH:54]=[CH:53][CH:52]=[CH:51][CH:50]=4)=[CH:44][CH:43]=3)C3C(=CC=CC=3)C=2C=CC=1.NCCN(CCN)CCN. The catalyst class is: 4. (5) Reactant: [CH:1]1([C:4]2[CH:28]=[CH:27][CH:26]=[C:25]([N:29]3[C:33](=[O:34])[N:32]([CH3:35])[N:31]=[N:30]3)[C:5]=2[CH2:6][O:7][C:8]2[CH:13]=[CH:12][C:11]([N:14]3[C:18]([CH3:19])=[C:17]([CH:20]=[N:21]O)[C:16]([CH3:23])=[N:15]3)=[CH:10][C:9]=2[CH3:24])[CH2:3][CH2:2]1.CN(C)C=O.ClC1N=C(Cl)N=C(Cl)N=1. Product: [CH:1]1([C:4]2[C:5]([CH2:6][O:7][C:8]3[CH:13]=[CH:12][C:11]([N:14]4[C:18]([CH3:19])=[C:17]([C:20]#[N:21])[C:16]([CH3:23])=[N:15]4)=[CH:10][C:9]=3[CH3:24])=[C:25]([N:29]3[C:33](=[O:34])[N:32]([CH3:35])[N:31]=[N:30]3)[CH:26]=[CH:27][CH:28]=2)[CH2:3][CH2:2]1. The catalyst class is: 6. (6) Reactant: CCN(C(C)C)C(C)C.[N:10]1([C:14]([C:16]2[CH:43]=[CH:42][C:19]([O:20][C:21]3[CH:22]=[C:23]([CH:27]=[C:28]([O:30][C@@H:31]([CH3:41])[CH2:32][O:33][Si:34]([C:37]([CH3:40])([CH3:39])[CH3:38])([CH3:36])[CH3:35])[CH:29]=3)[C:24]([OH:26])=O)=[C:18]([F:44])[CH:17]=2)=[O:15])[CH2:13][CH2:12][CH2:11]1.CN(C(ON1N=NC2C=CC=NC1=2)=[N+](C)C)C.F[P-](F)(F)(F)(F)F.[NH2:69][C:70]1[S:74][N:73]=[C:72]([CH3:75])[N:71]=1. Product: [N:10]1([C:14]([C:16]2[CH:43]=[CH:42][C:19]([O:20][C:21]3[CH:22]=[C:23]([CH:27]=[C:28]([O:30][C@@H:31]([CH3:41])[CH2:32][O:33][Si:34]([C:37]([CH3:39])([CH3:40])[CH3:38])([CH3:36])[CH3:35])[CH:29]=3)[C:24]([NH:69][C:70]3[S:74][N:73]=[C:72]([CH3:75])[N:71]=3)=[O:26])=[C:18]([F:44])[CH:17]=2)=[O:15])[CH2:11][CH2:12][CH2:13]1. The catalyst class is: 18.